Task: Predict the reactants needed to synthesize the given product.. Dataset: Full USPTO retrosynthesis dataset with 1.9M reactions from patents (1976-2016) (1) The reactants are: [NH2:1][CH2:2][C:3]([N:5]1[CH2:9][C@H:8]([OH:10])[CH2:7][C@H:6]1[C:11]([NH:13][CH2:14][C:15]1[CH:20]=[CH:19][C:18]([C:21]2[S:25][CH:24]=[N:23][C:22]=2[CH3:26])=[CH:17][CH:16]=1)=[O:12])=[O:4].[CH3:27][O:28][CH2:29][CH2:30][C:31](O)=[O:32].CCN(C(C)C)C(C)C.CN(C(ON1N=NC2C=CC=NC1=2)=[N+](C)C)C.F[P-](F)(F)(F)(F)F. Given the product [OH:10][C@H:8]1[CH2:9][N:5]([C:3](=[O:4])[CH2:2][NH:1][C:31](=[O:32])[CH2:30][CH2:29][O:28][CH3:27])[C@H:6]([C:11]([NH:13][CH2:14][C:15]2[CH:20]=[CH:19][C:18]([C:21]3[S:25][CH:24]=[N:23][C:22]=3[CH3:26])=[CH:17][CH:16]=2)=[O:12])[CH2:7]1, predict the reactants needed to synthesize it. (2) Given the product [F:1][C:2]1[C:3]([CH2:10][CH2:11][C:12]([O:14][CH3:15])=[O:13])=[CH:4][C:5]([O:8][CH3:9])=[N:6][CH:7]=1, predict the reactants needed to synthesize it. The reactants are: [F:1][C:2]1[C:3]([CH:10]=[CH:11][C:12]([O:14][CH3:15])=[O:13])=[CH:4][C:5]([O:8][CH3:9])=[N:6][CH:7]=1.[H][H]. (3) Given the product [C:47]([OH:54])(=[O:53])/[CH:48]=[CH:49]/[C:50]([OH:52])=[O:51].[C:1]([C:5]1[CH:6]=[C:7]2[C:12](=[C:13]([F:15])[CH:14]=1)[C:11](=[O:16])[N:10]([C:17]1[C:22]([CH2:23][OH:24])=[C:21]([C:25]3[CH:30]=[C:29]([NH:31][C:32]4[CH:37]=[CH:36][C:35]([CH:38]5[CH2:39][CH2:40][N:41]([CH3:44])[CH2:42][CH2:43]5)=[CH:34][N:33]=4)[C:28](=[O:45])[N:27]([CH3:46])[N:26]=3)[CH:20]=[CH:19][N:18]=1)[N:9]=[CH:8]2)([CH3:4])([CH3:2])[CH3:3], predict the reactants needed to synthesize it. The reactants are: [C:1]([C:5]1[CH:6]=[C:7]2[C:12](=[C:13]([F:15])[CH:14]=1)[C:11](=[O:16])[N:10]([C:17]1[C:22]([CH2:23][OH:24])=[C:21]([C:25]3[CH:30]=[C:29]([NH:31][C:32]4[CH:37]=[CH:36][C:35]([CH:38]5[CH2:43][CH2:42][N:41]([CH3:44])[CH2:40][CH2:39]5)=[CH:34][N:33]=4)[C:28](=[O:45])[N:27]([CH3:46])[N:26]=3)[CH:20]=[CH:19][N:18]=1)[N:9]=[CH:8]2)([CH3:4])([CH3:3])[CH3:2].[C:47]([OH:54])(=[O:53])/[CH:48]=[CH:49]/[C:50]([OH:52])=[O:51]. (4) Given the product [F:1][C:2]1[CH:3]=[C:4]([C:9](=[C:23]2[CH2:24][C:25]([CH3:32])([CH3:31])[O:26][C:27]([CH3:30])([CH3:29])[CH2:28]2)[C:10]2[CH:11]=[CH:12][C:13](/[CH:16]=[CH:17]/[C:18]([OH:20])=[O:19])=[CH:14][CH:15]=2)[CH:5]=[CH:6][C:7]=1[OH:8], predict the reactants needed to synthesize it. The reactants are: [F:1][C:2]1[CH:3]=[C:4]([C:9](=[C:23]2[CH2:28][C:27]([CH3:30])([CH3:29])[O:26][C:25]([CH3:32])([CH3:31])[CH2:24]2)[C:10]2[CH:15]=[CH:14][C:13](/[CH:16]=[CH:17]/[C:18]([O:20]CC)=[O:19])=[CH:12][CH:11]=2)[CH:5]=[CH:6][C:7]=1[OH:8].[OH-].[Na+].Cl.